The task is: Predict the reactants needed to synthesize the given product.. This data is from Full USPTO retrosynthesis dataset with 1.9M reactions from patents (1976-2016). (1) Given the product [C:23]([Si:27]([C:35]1[CH:40]=[CH:39][CH:38]=[CH:37][CH:36]=1)([C:29]1[CH:30]=[CH:31][CH:32]=[CH:33][CH:34]=1)[O:1][CH:2]1[C:6](=[O:7])[N:5]([C:8]2[CH:13]=[CH:12][C:11]([I:14])=[CH:10][N:9]=2)[C:4](=[O:15])[C:3]1([CH3:17])[CH3:16])([CH3:26])([CH3:24])[CH3:25], predict the reactants needed to synthesize it. The reactants are: [OH:1][CH:2]1[C:6](=[O:7])[N:5]([C:8]2[CH:13]=[CH:12][C:11]([I:14])=[CH:10][N:9]=2)[C:4](=[O:15])[C:3]1([CH3:17])[CH3:16].N1C=CN=C1.[C:23]([Si:27]([C:35]1[CH:40]=[CH:39][CH:38]=[CH:37][CH:36]=1)([C:29]1[CH:34]=[CH:33][CH:32]=[CH:31][CH:30]=1)Cl)([CH3:26])([CH3:25])[CH3:24].C([O-])(O)=O.[Na+]. (2) Given the product [OH:31][C@@H:30]([CH2:34][OH:33])[CH2:29][N:28]1[C:3](=[O:44])[C:4]2[C:5](=[C:6]([CH2:10][O:11][C:12]3[CH:13]=[CH:14][C:15]([C:18]4[CH:23]=[C:22]([F:24])[C:21]([F:25])=[CH:20][C:19]=4[F:26])=[CH:16][CH:17]=3)[CH:7]=[CH:8][CH:9]=2)[NH:27]1, predict the reactants needed to synthesize it. The reactants are: CO[C:3](=[O:44])[C:4]1[CH:9]=[CH:8][CH:7]=[C:6]([CH2:10][O:11][C:12]2[CH:17]=[CH:16][C:15]([C:18]3[CH:23]=[C:22]([F:24])[C:21]([F:25])=[CH:20][C:19]=3[F:26])=[CH:14][CH:13]=2)[C:5]=1[NH:27][N:28](C(OC(C)(C)C)=O)[CH2:29][C@@H:30]1[CH2:34][O:33]C(C)(C)[O:31]1.Cl. (3) Given the product [F:28][C:20]1[C:21]([C:22]2[CH:23]=[N:24][CH:25]=[CH:26][CH:27]=2)=[C:16]([F:15])[CH:17]=[CH:18][C:19]=1[C:2]1[N:6]2[N:7]=[CH:8][C:9]([C:11]([F:14])([F:13])[F:12])=[N:10][C:5]2=[N:4][CH:3]=1, predict the reactants needed to synthesize it. The reactants are: Br[C:2]1[N:6]2[N:7]=[CH:8][C:9]([C:11]([F:14])([F:13])[F:12])=[N:10][C:5]2=[N:4][CH:3]=1.[F:15][C:16]1[C:21]([C:22]2[CH:23]=[N:24][CH:25]=[CH:26][CH:27]=2)=[C:20]([F:28])[CH:19]=[CH:18][C:17]=1B(O)O.C([O-])([O-])=O.[Na+].[Na+]. (4) Given the product [O:18]1[C:19]2[CH:20]=[CH:21][C:22]([C:14]3[CH:13]=[N:12][C:11]4=[C:7]([N:4]5[CH2:5][CH2:6][O:1][CH2:2][CH2:3]5)[S:8][N:9]=[C:10]4[CH:15]=3)=[CH:23][C:24]=2[O:25][CH2:17]1, predict the reactants needed to synthesize it. The reactants are: [O:1]1[CH2:6][CH2:5][N:4]([C:7]2[S:8][N:9]=[C:10]3[CH:15]=[C:14](Br)[CH:13]=[N:12][C:11]=23)[CH2:3][CH2:2]1.[CH2:17]1[O:25][C:24]2[CH:23]=[CH:22][C:21](B(O)O)=[CH:20][C:19]=2[O:18]1.C([O-])([O-])=O.[K+].[K+]. (5) The reactants are: [CH3:1][C:2]1[CH:7]=[CH:6][C:5]([C:8]2[O:9][C:10]([CH3:13])=[N:11][N:12]=2)=[CH:4][C:3]=1[C:14]1[CH:19]=[CH:18][C:17]([C:20]([OH:22])=O)=[CH:16][CH:15]=1.[F:23][C:24]1[CH:29]=[CH:28][C:27]([NH2:30])=[CH:26][CH:25]=1. Given the product [F:23][C:24]1[CH:29]=[CH:28][C:27]([NH:30][C:20]([C:17]2[CH:16]=[CH:15][C:14]([C:3]3[CH:4]=[C:5]([C:8]4[O:9][C:10]([CH3:13])=[N:11][N:12]=4)[CH:6]=[CH:7][C:2]=3[CH3:1])=[CH:19][CH:18]=2)=[O:22])=[CH:26][CH:25]=1, predict the reactants needed to synthesize it. (6) Given the product [C:16]([C:8]1[C:7]2[CH:22]=[CH:23][C:4]([N+:1]([O-:3])=[O:2])=[CH:5][C:6]=2[S:10][C:9]=1[C:11]([O:13][CH2:14][CH3:15])=[O:12])#[CH:17], predict the reactants needed to synthesize it. The reactants are: [N+:1]([C:4]1[CH:23]=[CH:22][C:7]2[C:8]([C:16]#[C:17][Si](C)(C)C)=[C:9]([C:11]([O:13][CH2:14][CH3:15])=[O:12])[S:10][C:6]=2[CH:5]=1)([O-:3])=[O:2].C(=O)([O-])[O-].[K+].[K+].